From a dataset of Catalyst prediction with 721,799 reactions and 888 catalyst types from USPTO. Predict which catalyst facilitates the given reaction. (1) Reactant: [F:1][C:2]([F:32])([F:31])[CH2:3][CH2:4][CH2:5][C:6]1[CH:11]=[CH:10][C:9]([C:12]2[CH:17]=[CH:16][C:15]([S:18]([C:21]3([C:27]([NH:29][OH:30])=[O:28])[CH2:26][CH2:25]O[CH2:23][CH2:22]3)(=[O:20])=[O:19])=[CH:14][CH:13]=2)=[CH:8][CH:7]=1.ON1C2C=CC=CC=2N=N1.C(N(CC)CC)C.Cl.CN(C)[CH2:53][CH2:54][CH2:55][N:56]=C=NCC.[O:62]1[CH2:67][CH2:66][CH2:65][CH2:64][CH:63]1ON. Product: [O:62]1[CH2:67][CH2:66][CH2:65][CH2:64][CH:63]1[O:30][NH:29][C:27]([C:21]1([S:18]([C:15]2[CH:14]=[CH:13][C:12]([C:9]3[CH:10]=[CH:11][C:6]([CH2:5][CH2:4][CH2:3][C:2]([F:31])([F:1])[F:32])=[CH:7][CH:8]=3)=[CH:17][CH:16]=2)(=[O:19])=[O:20])[CH2:26][CH2:25][N:56]([CH:55]2[CH2:54][CH2:53]2)[CH2:23][CH2:22]1)=[O:28]. The catalyst class is: 35. (2) Product: [O:19]=[C:18]([NH:7][C:3]1[CH:2]=[N:1][CH:6]=[CH:5][CH:4]=1)[CH2:17][C:16]([OH:21])=[O:15]. Reactant: [N:1]1[CH:6]=[CH:5][CH:4]=[C:3]([NH2:7])[CH:2]=1.C[Si](Cl)(C)C.CC1(C)[O:19][C:18](=O)[CH2:17][C:16](=[O:21])[O:15]1. The catalyst class is: 2. (3) Reactant: [CH3:1][O:2][C:3]1[CH:4]=[C:5]([CH:9]([CH:14]2[CH2:19][CH2:18][NH:17][CH2:16][CH2:15]2)[C:10]([O:12][CH3:13])=[O:11])[CH:6]=[CH:7][CH:8]=1.Br[C:21]1[CH:26]=[CH:25][CH:24]=[CH:23][C:22]=1[O:27][CH3:28].C1C=CC(P(C2C(C3C(P(C4C=CC=CC=4)C4C=CC=CC=4)=CC=C4C=3C=CC=C4)=C3C(C=CC=C3)=CC=2)C2C=CC=CC=2)=CC=1.CC(C)([O-])C.[Na+].[Cl-].[NH4+]. Product: [CH3:1][O:2][C:3]1[CH:4]=[C:5]([CH:9]([CH:14]2[CH2:19][CH2:18][N:17]([C:21]3[CH:26]=[CH:25][CH:24]=[CH:23][C:22]=3[O:27][CH3:28])[CH2:16][CH2:15]2)[C:10]([O:12][CH3:13])=[O:11])[CH:6]=[CH:7][CH:8]=1. The catalyst class is: 133. (4) Reactant: [CH3:1][C@@:2]([S:20]([CH3:23])(=[O:22])=[O:21])([CH2:6][CH2:7][N:8]1[C:12]([CH3:13])=[C:11]([C:14]2[CH:19]=[CH:18][CH:17]=[CH:16][CH:15]=2)[N:10]=[N:9]1)[C:3](O)=[O:4].C[C@@](S(C)(=O)=O)(CCN1C(C2C=CC=CC=2)=C(C)N=N1)C(O)=O.CN1CCOCC1.O1CCCCC1[O:60][NH2:61].C(O)(C(F)(F)F)=O. Product: [OH:60][NH:61][C:3](=[O:4])[C@:2]([CH3:1])([S:20]([CH3:23])(=[O:22])=[O:21])[CH2:6][CH2:7][N:8]1[C:12]([CH3:13])=[C:11]([C:14]2[CH:19]=[CH:18][CH:17]=[CH:16][CH:15]=2)[N:10]=[N:9]1. The catalyst class is: 1.